Task: Predict the reactants needed to synthesize the given product.. Dataset: Full USPTO retrosynthesis dataset with 1.9M reactions from patents (1976-2016) (1) Given the product [N:24]1([CH2:29][CH2:30][CH2:31][NH2:32])[CH:28]=[CH:27][N:26]=[CH:25]1, predict the reactants needed to synthesize it. The reactants are: N1(CCNC(=O)/C=C/C2C=CC=CC=2F)C2C=CC=CC=2N=C1.[N:24]1([CH2:29][CH2:30][CH2:31][N:32]2C(=O)C3C(=CC=CC=3)C2=O)[CH:28]=[CH:27][N:26]=[CH:25]1.O.NN. (2) Given the product [ClH:28].[O:1]=[C:2]1[CH2:10][C:9]2[C:4](=[CH:5][CH:6]=[C:7](/[CH:11]=[CH:12]/[C:13]([OH:15])=[O:14])[CH:8]=2)[NH:3]1, predict the reactants needed to synthesize it. The reactants are: [O:1]=[C:2]1[CH2:10][C:9]2[C:4](=[CH:5][CH:6]=[C:7](/[CH:11]=[CH:12]/[C:13]([O:15]C(C)(C)C)=[O:14])[CH:8]=2)[NH:3]1.FC(F)(F)C(O)=O.C(Cl)[Cl:28]. (3) The reactants are: F[P-](F)(F)(F)(F)F.[N:8]1(OC(N(C)C)=[N+](C)C)[C:12]2N=CC=C[C:11]=2N=N1.[CH3:25][O:26][C:27]1[CH:32]=[CH:31][CH:30]=[CH:29][C:28]=1[C:33]1[C:41]2[C:36](=[N:37][CH:38]=[C:39]([C:42]3[CH:43]=[C:44]([C:51]([N:53]([CH3:55])[CH3:54])=[O:52])[CH:45]=[C:46]([CH:50]=3)[C:47](O)=[O:48])[CH:40]=2)[N:35](COCC[Si](C)(C)C)[N:34]=1.C(N)C.C(N(C(C)C)CC)(C)C. Given the product [CH2:12]([NH:8][C:47](=[O:48])[C:46]1[CH:50]=[C:42]([C:39]2[CH:40]=[C:41]3[C:33]([C:28]4[CH:29]=[CH:30][CH:31]=[CH:32][C:27]=4[O:26][CH3:25])=[N:34][NH:35][C:36]3=[N:37][CH:38]=2)[CH:43]=[C:44]([C:51]([N:53]([CH3:55])[CH3:54])=[O:52])[CH:45]=1)[CH3:11], predict the reactants needed to synthesize it. (4) Given the product [NH2:8][C@H:9]([CH3:27])[C@@H:10]([OH:26])[CH2:11][N:12]1[CH2:17][CH2:16][CH2:15][C@@H:14]([CH2:18][C:19]2[CH:20]=[CH:21][C:22]([F:25])=[CH:23][CH:24]=2)[CH2:13]1, predict the reactants needed to synthesize it. The reactants are: C([N:8]([C@@H](C1C=CC=CC=1)C)[C@H:9]([CH3:27])[C@@H:10]([OH:26])[CH2:11][N:12]1[CH2:17][CH2:16][CH2:15][C@@H:14]([CH2:18][C:19]2[CH:24]=[CH:23][C:22]([F:25])=[CH:21][CH:20]=2)[CH2:13]1)C1C=CC=CC=1.C(O)(=O)C. (5) Given the product [CH2:44]1[CH2:45][CH2:40][C:38]([OH:39])([C:31]([C:32]2[CH:33]=[CH:34][CH:35]=[CH:36][CH:37]=2)=[O:46])[CH2:42][CH2:43]1, predict the reactants needed to synthesize it. The reactants are: OC1(C2C=CC=CC=2C(C2C=CC=CC=2C2(O)CCCCC2)=O)CCCCC1.CO[C:31]([O:46]C)([C:38]([C:40]1[CH:45]=[CH:44][CH:43]=[CH:42]C=1)=[O:39])[C:32]1[CH:37]=[CH:36][CH:35]=[CH:34][CH:33]=1.CCC(N(C)C)(C(C1C=CC(N2CCOCC2)=CC=1)=O)CC1C=CC=CC=1.CC(N1CCOCC1)(C(C1C=CC(SC)=CC=1)=O)C.C1C2C(=NC3C(C=2CCCCCCCC2C4C(N=C5C=2C=CC=C5)=CC=CC=4)=CC=CC=3)C=CC=1.C(N(CC)C1C=CC(C(C2C=CC(N(CC)CC)=CC=2)=O)=CC=1)C. (6) Given the product [OH:6][CH:1]([CH:10]1[CH2:11][CH2:12][CH2:13][C:9]1=[O:14])[CH2:2][CH2:3][CH2:4][CH3:5], predict the reactants needed to synthesize it. The reactants are: [CH:1](=[O:6])[CH2:2][CH2:3][CH2:4][CH3:5].[OH-].[K+].[C:9]1(=[O:14])[CH2:13][CH2:12][CH2:11][CH2:10]1.P(=O)(O)(O)O. (7) The reactants are: [C:1]1([S:7]([CH2:10][C:11]2[CH:21]=[CH:20][C:14]3[CH2:15][CH2:16][NH:17][CH2:18][CH2:19][C:13]=3[CH:12]=2)(=[O:9])=[O:8])[CH:6]=[CH:5][CH:4]=[CH:3][CH:2]=1.C(N(CC)CC)C.[C:29]1(=O)[CH2:32][CH2:31][CH2:30]1.[Na].C(O)(=O)C. Given the product [CH:29]1([N:17]2[CH2:18][CH2:19][C:13]3[CH:12]=[C:11]([CH2:10][S:7]([C:1]4[CH:6]=[CH:5][CH:4]=[CH:3][CH:2]=4)(=[O:9])=[O:8])[CH:21]=[CH:20][C:14]=3[CH2:15][CH2:16]2)[CH2:32][CH2:31][CH2:30]1, predict the reactants needed to synthesize it. (8) Given the product [C:21]([C:26]1[N:8]([CH2:9][CH:10]2[CH2:11][CH2:12][O:13][CH2:14][CH2:15]2)[C:7]2[CH:6]=[CH:5][C:4]([NH:16][C:17](=[O:19])[CH3:18])=[CH:3][C:2]=2[N:1]=1)([CH3:25])([CH3:22])[CH3:20], predict the reactants needed to synthesize it. The reactants are: [NH2:1][C:2]1[CH:3]=[C:4]([NH:16][C:17](=[O:19])[CH3:18])[CH:5]=[CH:6][C:7]=1[NH:8][CH2:9][CH:10]1[CH2:15][CH2:14][O:13][CH2:12][CH2:11]1.[CH3:20][C:21]([CH3:26])([CH3:25])[C:22](Cl)=O.